This data is from Catalyst prediction with 721,799 reactions and 888 catalyst types from USPTO. The task is: Predict which catalyst facilitates the given reaction. (1) Reactant: CN(C)[CH2:3][CH2:4]CN=C=NCC.C(O)C.[C:15]([CH:17]([C:30]1[CH:31]=[N:32][CH:33]=[C:34]([Br:36])[CH:35]=1)[CH:18]([C:23]1[CH:28]=[CH:27][C:26]([Cl:29])=[CH:25][CH:24]=1)[CH2:19][C:20]([OH:22])=[O:21])#[N:16]. Product: [C:15]([CH:17]([C:30]1[CH:31]=[N:32][CH:33]=[C:34]([Br:36])[CH:35]=1)[CH:18]([C:23]1[CH:24]=[CH:25][C:26]([Cl:29])=[CH:27][CH:28]=1)[CH2:19][C:20]([O:22][CH2:3][CH3:4])=[O:21])#[N:16]. The catalyst class is: 119. (2) Reactant: [NH:1]1[CH2:6][CH2:5][CH:4]([CH2:7][CH2:8][OH:9])[CH2:3][CH2:2]1.C(N(CC)CC)C.[F:17][C:18]([F:29])([F:28])[C:19](O[C:19](=[O:20])[C:18]([F:29])([F:28])[F:17])=[O:20]. Product: [F:17][C:18]([F:29])([F:28])[C:19]([N:1]1[CH2:6][CH2:5][CH:4]([CH2:7][CH2:8][OH:9])[CH2:3][CH2:2]1)=[O:20]. The catalyst class is: 4.